This data is from Forward reaction prediction with 1.9M reactions from USPTO patents (1976-2016). The task is: Predict the product of the given reaction. (1) Given the reactants [C:14]1(P([C:14]2[CH:19]=[CH:18][CH:17]=[CH:16][CH:15]=2)[C:14]2[CH:19]=[CH:18][CH:17]=[CH:16][CH:15]=2)[CH:19]=[CH:18][CH:17]=[CH:16][CH:15]=1.[OH:20][CH2:21][C:22]1[CH:23]=[C:24]([CH3:41])[CH:25]=[C:26]2[C:31]=1[O:30][CH:29]([C:32]([F:35])([F:34])[F:33])[C:28]([C:36]([O:38][CH2:39][CH3:40])=[O:37])=[CH:27]2.C1(O)C=CC=CC=1.CCOC(/N=N/C(OCC)=O)=O, predict the reaction product. The product is: [CH3:41][C:24]1[CH:25]=[C:26]2[C:31](=[C:22]([CH2:21][O:20][C:14]3[CH:15]=[CH:16][CH:17]=[CH:18][CH:19]=3)[CH:23]=1)[O:30][CH:29]([C:32]([F:35])([F:33])[F:34])[C:28]([C:36]([O:38][CH2:39][CH3:40])=[O:37])=[CH:27]2. (2) Given the reactants Cl[C:2]1[CH:7]=[C:6]([Cl:8])[N:5]=[N:4][C:3]=1[C:9]([O:11][CH2:12][CH3:13])=[O:10].Cl.Cl.[CH3:16][N:17]1[C:21]2[CH:22]=[CH:23][CH:24]=[C:25]([NH2:26])[C:20]=2[N:19]=[CH:18]1.CCN(C(C)C)C(C)C, predict the reaction product. The product is: [Cl:8][C:6]1[N:5]=[N:4][C:3]([C:9]([O:11][CH2:12][CH3:13])=[O:10])=[C:2]([NH:26][C:25]2[C:20]3[N:19]=[CH:18][N:17]([CH3:16])[C:21]=3[CH:22]=[CH:23][CH:24]=2)[CH:7]=1. (3) The product is: [Cl:1][C:2]1[CH:10]=[C:9]2[C:5]([C:6]3([CH2:13][CH2:12]3)[CH2:7][NH:8]2)=[CH:4][CH:3]=1. Given the reactants [Cl:1][C:2]1[CH:10]=[C:9]2[C:5]([C:6]3([CH2:13][CH2:12]3)[C:7](=O)[NH:8]2)=[CH:4][CH:3]=1.CO, predict the reaction product.